Dataset: Forward reaction prediction with 1.9M reactions from USPTO patents (1976-2016). Task: Predict the product of the given reaction. (1) Given the reactants C(N(CC)CC)C.[CH:8]1([C:12](Cl)=[O:13])[CH2:11][CH2:10][CH2:9]1.[NH2:15][C:16]1[CH:42]=[CH:41][C:19]([CH2:20][NH:21][C:22]2[O:23][C:24]([C:27]3[CH:36]=[CH:35][C:34]4[C:33]([CH3:38])([CH3:37])[CH2:32][CH2:31][C:30]([CH3:40])([CH3:39])[C:29]=4[CH:28]=3)=[N:25][N:26]=2)=[CH:18][CH:17]=1, predict the reaction product. The product is: [CH3:37][C:33]1([CH3:38])[CH2:32][CH2:31][C:30]([CH3:39])([CH3:40])[C:29]2[CH:28]=[C:27]([C:24]3[O:23][C:22]([NH:21][CH2:20][C:19]4[CH:18]=[CH:17][C:16]([NH:15][C:12]([CH:8]5[CH2:11][CH2:10][CH2:9]5)=[O:13])=[CH:42][CH:41]=4)=[N:26][N:25]=3)[CH:36]=[CH:35][C:34]1=2. (2) Given the reactants [Cl:1][C:2]1[CH:3]=[C:4]([C:11]([NH:13][CH2:14][CH2:15][C:16]([F:19])([F:18])[F:17])=[O:12])[C:5](=[CH:9][CH:10]=1)[C:6](O)=[O:7].C1(C)C=CC(S(O)(=O)=O)=CC=1, predict the reaction product. The product is: [Cl:1][C:2]1[CH:3]=[C:4]2[C:11](=[O:12])[N:13]([CH2:14][CH2:15][C:16]([F:19])([F:18])[F:17])[C:6](=[O:7])[C:5]2=[CH:9][CH:10]=1. (3) Given the reactants [O:1]=[C:2]1[NH:7][C:6]2[N:8]=[CH:9][CH:10]=[CH:11][C:5]=2[C:4]2([CH2:19][C:18]3[C:13](=[CH:14][CH:15]=[C:16]([C:20]([O:22]C)=[O:21])[CH:17]=3)[CH2:12]2)[O:3]1.O.[OH-].[Li+], predict the reaction product. The product is: [O:1]=[C:2]1[NH:7][C:6]2[N:8]=[CH:9][CH:10]=[CH:11][C:5]=2[C:4]2([CH2:19][C:18]3[C:13](=[CH:14][CH:15]=[C:16]([C:20]([OH:22])=[O:21])[CH:17]=3)[CH2:12]2)[O:3]1. (4) Given the reactants [OH:1][CH2:2][C@@H:3]1[O:7][C:6](=[O:8])[N:5]([C:9]2[CH:14]=[CH:13][C:12]([C:15]3[CH2:16][CH2:17][O:18][CH2:19][CH:20]=3)=[C:11]([F:21])[CH:10]=2)[CH2:4]1.O[C:23]1[CH:27]=[N:26][S:25][N:24]=1.C1(P(C2C=CC=CC=2)C2C=CC=CC=2)C=CC=CC=1.CC(OC(/N=N/C(OC(C)C)=O)=O)C.CCOC(C)=O.CCCC(C)C, predict the reaction product. The product is: [S:25]1[N:26]=[CH:27][C:23]([O:1][CH2:2][C@@H:3]2[O:7][C:6](=[O:8])[N:5]([C:9]3[CH:14]=[CH:13][C:12]([C:15]4[CH2:16][CH2:17][O:18][CH2:19][CH:20]=4)=[C:11]([F:21])[CH:10]=3)[CH2:4]2)=[N:24]1. (5) The product is: [CH3:8][C:7]1[C:5](=[O:6])[NH:4][C:2](=[O:3])[N:1]([CH2:14][C:13]2[CH:16]=[CH:17][CH:18]=[C:11]([Cl:10])[CH:12]=2)[CH:9]=1. Given the reactants [NH:1]1[CH:9]=[C:7]([CH3:8])[C:5](=[O:6])[NH:4][C:2]1=[O:3].[Cl:10][C:11]1[CH:12]=[C:13]([CH:16]=[CH:17][CH:18]=1)[CH2:14]Cl, predict the reaction product. (6) Given the reactants [C:1]1([C:7]2[O:11][N:10]=[C:9]([CH:12]=[O:13])[CH:8]=2)[CH:6]=[CH:5][CH:4]=[CH:3][CH:2]=1.[BH4-].[Na+].CCN(CC)CC.[CH3:23][S:24](Cl)(=[O:26])=[O:25], predict the reaction product. The product is: [CH3:23][S:24]([O:13][CH2:12][C:9]1[CH:8]=[C:7]([C:1]2[CH:2]=[CH:3][CH:4]=[CH:5][CH:6]=2)[O:11][N:10]=1)(=[O:26])=[O:25].